This data is from Forward reaction prediction with 1.9M reactions from USPTO patents (1976-2016). The task is: Predict the product of the given reaction. Given the reactants Cl.[NH2:2][CH2:3][CH2:4][NH:5][C:6]1[C:7]([C:11]2[N:15]([C:16]3[CH:21]=[CH:20][C:19]([F:22])=[C:18]([Br:23])[CH:17]=3)[C:14](=[O:24])[O:13][N:12]=2)=[N:8][O:9][N:10]=1.Cl[S:26]([NH:29][C:30](=[O:36])[O:31][C:32]([CH3:35])([CH3:34])[CH3:33])(=[O:28])=[O:27].C(N(CC)CC)C, predict the reaction product. The product is: [Br:23][C:18]1[CH:17]=[C:16]([N:15]2[C:14](=[O:24])[O:13][N:12]=[C:11]2[C:7]2[C:6]([NH:5][CH2:4][CH2:3][NH:2][S:26]([NH:29][C:30](=[O:36])[O:31][C:32]([CH3:34])([CH3:33])[CH3:35])(=[O:27])=[O:28])=[N:10][O:9][N:8]=2)[CH:21]=[CH:20][C:19]=1[F:22].